This data is from Acute oral toxicity (LD50) regression data from Zhu et al.. The task is: Regression/Classification. Given a drug SMILES string, predict its toxicity properties. Task type varies by dataset: regression for continuous values (e.g., LD50, hERG inhibition percentage) or binary classification for toxic/non-toxic outcomes (e.g., AMES mutagenicity, cardiotoxicity, hepatotoxicity). Dataset: ld50_zhu. (1) The compound is CC(=O)OCC1CC2OC2CC1C. The rat oral LD50 is 1.28, given as -log10 of the dose in mol/kg body weight (higher means more acutely toxic). (2) The rat oral LD50 is 2.54, given as -log10 of the dose in mol/kg body weight (higher means more acutely toxic). The drug is Cc1ccc2c(c1)C(N1CCN(C)CC1)=Nc1ccccc1S2. (3) The drug is CNC(=O)Oc1cccc2c1OCCO2. The rat oral LD50 is 3.22, given as -log10 of the dose in mol/kg body weight (higher means more acutely toxic).